Dataset: NCI-60 drug combinations with 297,098 pairs across 59 cell lines. Task: Regression. Given two drug SMILES strings and cell line genomic features, predict the synergy score measuring deviation from expected non-interaction effect. (1) Drug 1: CC12CCC(CC1=CCC3C2CCC4(C3CC=C4C5=CN=CC=C5)C)O. Drug 2: C1CN1P(=S)(N2CC2)N3CC3. Cell line: CCRF-CEM. Synergy scores: CSS=15.2, Synergy_ZIP=-5.11, Synergy_Bliss=-8.81, Synergy_Loewe=-17.7, Synergy_HSA=-8.38. (2) Drug 1: CCC1=C2CN3C(=CC4=C(C3=O)COC(=O)C4(CC)O)C2=NC5=C1C=C(C=C5)O. Drug 2: CN(CCCl)CCCl.Cl. Cell line: RXF 393. Synergy scores: CSS=14.1, Synergy_ZIP=-2.42, Synergy_Bliss=-0.413, Synergy_Loewe=-3.10, Synergy_HSA=-2.95.